Dataset: Forward reaction prediction with 1.9M reactions from USPTO patents (1976-2016). Task: Predict the product of the given reaction. (1) Given the reactants C([N:4]1[C:12]2[C:7](=[CH:8][C:9]([Br:13])=[CH:10][CH:11]=2)[CH2:6][CH2:5]1)(=O)C.[OH-].[K+], predict the reaction product. The product is: [Br:13][C:9]1[CH:8]=[C:7]2[C:12](=[CH:11][CH:10]=1)[NH:4][CH2:5][CH2:6]2. (2) Given the reactants [OH:1][C@H:2]([CH3:24])[C@H:3]([NH:8][C:9](=[O:23])[C:10]1[CH:15]=[CH:14][C:13]([C:16]#[C:17][C:18]#[C:19][C@@H:20]([OH:22])[CH3:21])=[CH:12][CH:11]=1)[C:4](OC)=[O:5].[NH2:25][OH:26], predict the reaction product. The product is: [OH:1][C@H:2]([CH3:24])[C@H:3]([NH:8][C:9](=[O:23])[C:10]1[CH:15]=[CH:14][C:13]([C:16]#[C:17][C:18]#[C:19][C@@H:20]([OH:22])[CH3:21])=[CH:12][CH:11]=1)[C:4]([NH:25][OH:26])=[O:5].